This data is from Catalyst prediction with 721,799 reactions and 888 catalyst types from USPTO. The task is: Predict which catalyst facilitates the given reaction. Reactant: [CH:1]1([N:5]2[CH2:11][CH2:10][C:9]3[CH:12]=[CH:13][C:14]([CH:16]4[CH2:21][CH2:20][N:19]([C:22]5[N:23]=[CH:24][C:25]([C:28](Cl)=[O:29])=[N:26][CH:27]=5)[CH2:18][CH2:17]4)=[CH:15][C:8]=3[CH2:7][CH2:6]2)[CH2:4][CH2:3][CH2:2]1.[CH3:31][NH2:32].C1COCC1. Product: [CH:1]1([N:5]2[CH2:11][CH2:10][C:9]3[CH:12]=[CH:13][C:14]([CH:16]4[CH2:21][CH2:20][N:19]([C:22]5[N:23]=[CH:24][C:25]([C:28]([NH:32][CH3:31])=[O:29])=[N:26][CH:27]=5)[CH2:18][CH2:17]4)=[CH:15][C:8]=3[CH2:7][CH2:6]2)[CH2:4][CH2:3][CH2:2]1. The catalyst class is: 4.